Dataset: Full USPTO retrosynthesis dataset with 1.9M reactions from patents (1976-2016). Task: Predict the reactants needed to synthesize the given product. (1) Given the product [S:8]1[C:5]2=[N:6][CH:7]=[C:2]([C:19]3[CH:20]=[CH:21][C:22]([CH2:25][C:26]([NH:28][C:29]4[CH:33]=[C:32]([C:34]5([C:37]([F:40])([F:38])[F:39])[CH2:35][CH2:36]5)[O:31][N:30]=4)=[O:27])=[CH:23][CH:24]=3)[CH:3]=[C:4]2[CH:10]=[CH:9]1, predict the reactants needed to synthesize it. The reactants are: Br[C:2]1[CH:3]=[C:4]2[CH:10]=[CH:9][S:8][C:5]2=[N:6][CH:7]=1.CC1(C)C(C)(C)OB([C:19]2[CH:24]=[CH:23][C:22]([CH2:25][C:26]([NH:28][C:29]3[CH:33]=[C:32]([C:34]4([C:37]([F:40])([F:39])[F:38])[CH2:36][CH2:35]4)[O:31][N:30]=3)=[O:27])=[CH:21][CH:20]=2)O1.C([O-])([O-])=O.[Na+].[Na+].CC#N. (2) Given the product [CH2:54]([O:58][C:59]([N:61]1[CH2:66][CH2:65][N:64]([C:10](=[O:12])[C@@H:9]([NH:8][C:6]([O:5][C:1]([CH3:2])([CH3:3])[CH3:4])=[O:7])[CH2:13][C:14]2[C:15]([OH:20])=[N:16][O:17][C:18]=2[CH3:19])[CH2:63][CH2:62]1)=[O:60])[CH2:55][CH2:56][CH3:57], predict the reactants needed to synthesize it. The reactants are: [C:1]([O:5][C:6]([NH:8][C@@H:9]([CH2:13][C:14]1[C:15]([OH:20])=[N:16][O:17][C:18]=1[CH3:19])[C:10]([OH:12])=O)=[O:7])([CH3:4])([CH3:3])[CH3:2].CCN(C(C)C)C(C)C.CN(C(ON1N=NC2C=CC=NC1=2)=[N+](C)C)C.F[P-](F)(F)(F)(F)F.[CH2:54]([O:58][C:59]([N:61]1[CH2:66][CH2:65][NH:64][CH2:63][CH2:62]1)=[O:60])[CH2:55][CH2:56][CH3:57]. (3) Given the product [CH2:1]([CH:4]1[CH2:9][CH2:8][CH:7]([C:10]2[CH:15]=[CH:14][C:13]([C:16]3[CH:17]=[CH:18][C:19](/[CH:22]=[CH:23]/[C:24]([O:26][CH2:34][CH:28]4[CH2:29][CH:30]5[CH2:33][CH:27]4[CH:32]=[CH:31]5)=[O:25])=[CH:20][CH:21]=3)=[CH:12][CH:11]=2)[CH2:6][CH2:5]1)[CH2:2][CH3:3], predict the reactants needed to synthesize it. The reactants are: [CH2:1]([CH:4]1[CH2:9][CH2:8][CH:7]([C:10]2[CH:15]=[CH:14][C:13]([C:16]3[CH:21]=[CH:20][C:19](/[CH:22]=[CH:23]/[C:24]([OH:26])=[O:25])=[CH:18][CH:17]=3)=[CH:12][CH:11]=2)[CH2:6][CH2:5]1)[CH2:2][CH3:3].[CH:27]12[CH2:33][CH:30]([CH:31]=[CH:32]1)[CH2:29][CH:28]2[CH2:34]O.C1(C)C(C)=CC=CC=1. (4) Given the product [C:1]([O:5][C:6](=[O:21])[NH:7][C:8]1[C:9]([C:13]2[CH:18]=[CH:17][C:16]([CH:19]=[O:34])=[CH:15][CH:14]=2)=[N:10][O:11][CH:12]=1)([CH3:4])([CH3:3])[CH3:2], predict the reactants needed to synthesize it. The reactants are: [C:1]([O:5][C:6](=[O:21])[NH:7][C:8]1[C:9]([C:13]2[CH:18]=[CH:17][C:16]([C:19]#N)=[CH:15][CH:14]=2)=[N:10][O:11][CH:12]=1)([CH3:4])([CH3:3])[CH3:2].CC(C[AlH]CC(C)C)C.[C@H](O)(C([O-])=O)[C@@H](O)C([O-])=[O:34].[Na+].[K+].